From a dataset of Retrosynthesis with 50K atom-mapped reactions and 10 reaction types from USPTO. Predict the reactants needed to synthesize the given product. (1) The reactants are: COC(=O)[C@H](C(C)C)N1Cc2cc(-c3ccc(NC(=S)Nc4ccccc4F)cc3)ccc2C1=O.FC(F)(F)c1cccc(N=C=S)c1. Given the product COC(=O)[C@H](C(C)C)N1Cc2cc(-c3ccc(NC(=S)Nc4cccc(C(F)(F)F)c4)cc3)ccc2C1=O, predict the reactants needed to synthesize it. (2) Given the product O[C@@H]1CCCC[C@H]1Nc1nc2ccc(Oc3ncnc4ccccc34)cc2s1, predict the reactants needed to synthesize it. The reactants are: Clc1ncnc2ccccc12.Oc1ccc2nc(N[C@@H]3CCCC[C@H]3O)sc2c1. (3) Given the product C=CCCCC(=O)CCC(C)OC(=O)c1c(C=C)cc(OC)cc1OC, predict the reactants needed to synthesize it. The reactants are: C=CCCCC(=O)CCC(C)OC(=O)c1c(OC)cc(OC)cc1OS(=O)(=O)C(F)(F)F.CN(C)C=O. (4) Given the product CC(C)(C)OC(=O)Nc1cncc(C#Cc2ccccc2)c1, predict the reactants needed to synthesize it. The reactants are: Brc1cncc(C#Cc2ccccc2)c1.CC(C)(C)OC(N)=O. (5) Given the product COC(=O)[C@H](CC(C)C)NC(=O)c1cnc(N2CCC(F)(F)CC2)c(OCC2CCCC2)n1, predict the reactants needed to synthesize it. The reactants are: COC(=O)[C@@H](N)CC(C)C.O=C(O)c1cnc(N2CCC(F)(F)CC2)c(OCC2CCCC2)n1. (6) Given the product NCCC[C@H](NC(=O)Cn1cncn1)C(=O)Nc1ccc(Oc2ccc(F)cc2)cc1, predict the reactants needed to synthesize it. The reactants are: O=C(Cn1cncn1)N[C@@H](CCCNC(=O)OCc1ccccc1)C(=O)Nc1ccc(Oc2ccc(F)cc2)cc1. (7) Given the product COc1cc2c(Oc3ccc(-c4ccc(Cc5ccccc5)n(C)c4=O)cc3F)ccnc2cc1OCCCN1CCOCC1, predict the reactants needed to synthesize it. The reactants are: COc1cc2c(Cl)ccnc2cc1OCCCN1CCOCC1.Cn1c(Cc2ccccc2)ccc(-c2ccc(O)c(F)c2)c1=O. (8) Given the product COCc1c(C(=O)OC)ncc2c1ccn2Cc1ccc(F)cc1F, predict the reactants needed to synthesize it. The reactants are: COCc1c(C(=O)OC)ncc2[nH]ccc12.Fc1ccc(CBr)c(F)c1. (9) Given the product CC(C)(C)OC(=O)N1CCC(COc2ncc(-c3ccc(CN4C(=O)CCC4=O)cc3)cn2)CC1, predict the reactants needed to synthesize it. The reactants are: CC(C)(C)OC(=O)N1CCC(COc2ncc(-c3ccc(CO)cc3)cn2)CC1.O=C1CCC(=O)N1.